Dataset: Reaction yield outcomes from USPTO patents with 853,638 reactions. Task: Predict the reaction yield, written as a fraction of the theoretical maximum amount of product (1.0 means a 100% yield; for example, 0.34 means a 34% yield). (1) The reactants are Br[C:2]1[S:6][C:5]([S:7]([NH:10][C:11]2[CH:16]=[CH:15][CH:14]=[C:13]([C:17]3[NH:21][N:20]=[N:19][N:18]=3)[CH:12]=2)(=[O:9])=[O:8])=[CH:4][CH:3]=1.[Cl:22][C:23]1[CH:28]=[CH:27][CH:26]=[CH:25][C:24]=1B(O)O. No catalyst specified. The product is [Cl:22][C:23]1[CH:28]=[CH:27][CH:26]=[CH:25][C:24]=1[C:2]1[S:6][C:5]([S:7]([NH:10][C:11]2[CH:16]=[CH:15][CH:14]=[C:13]([C:17]3[NH:21][N:20]=[N:19][N:18]=3)[CH:12]=2)(=[O:9])=[O:8])=[CH:4][CH:3]=1. The yield is 0.160. (2) The reactants are [H-].[Na+].[F:3][C:4]1[C:12]([N:13]2[C:21](=[O:22])[C:20]3[C:15](=[CH:16][CH:17]=[CH:18][CH:19]=3)[C:14]2=[O:23])=[CH:11][CH:10]=[C:9]2[C:5]=1[CH:6]=[CH:7][NH:8]2.Cl.[N:25]1[CH:30]=[CH:29][CH:28]=[CH:27][C:26]=1[CH2:31]Cl.C(=O)([O-])[O-].[K+].[K+].OC1C=CC=C[N+]=1[O-].CCN=C=NCCCN(C)C. The catalyst is CN(C=O)C.O. The product is [F:3][C:4]1[C:12]([N:13]2[C:14](=[O:23])[C:15]3[C:20](=[CH:19][CH:18]=[CH:17][CH:16]=3)[C:21]2=[O:22])=[CH:11][CH:10]=[C:9]2[C:5]=1[CH:6]=[CH:7][N:8]2[CH2:31][C:26]1[CH:27]=[CH:28][CH:29]=[CH:30][N:25]=1. The yield is 0.450. (3) The reactants are [Cl:1][C:2]1[C:7]([C:8]2[CH:13]=[CH:12][CH:11]=[C:10]([CH2:14][CH3:15])[CH:9]=2)=[C:6]([C@H:16]([O:30][CH2:31][CH2:32][NH:33][C:34]([O:36][CH3:37])=[O:35])[C@@H:17]2[O:22][CH2:21][CH2:20][N:19](C(OC(C)(C)C)=O)[CH2:18]2)[CH:5]=[CH:4][CH:3]=1.C(O)(C(F)(F)F)=O. The catalyst is C(Cl)Cl. The product is [Cl:1][C:2]1[C:7]([C:8]2[CH:13]=[CH:12][CH:11]=[C:10]([CH2:14][CH3:15])[CH:9]=2)=[C:6]([C@@H:16]([C@@H:17]2[O:22][CH2:21][CH2:20][NH:19][CH2:18]2)[O:30][CH2:31][CH2:32][NH:33][C:34](=[O:35])[O:36][CH3:37])[CH:5]=[CH:4][CH:3]=1. The yield is 0.680.